From a dataset of M1 muscarinic receptor antagonist screen with 61,756 compounds. Binary Classification. Given a drug SMILES string, predict its activity (active/inactive) in a high-throughput screening assay against a specified biological target. (1) The drug is s1c2n(c3c1cc(c(c3)C#N)C#N)c1c(n2)cccc1. The result is 0 (inactive). (2) The compound is S(=O)(=O)(NC(/SC)=N/C1CCCCC1)c1ccccc1. The result is 0 (inactive). (3) The compound is o1c2c(nc1c1ncccc1)cc(N)cc2. The result is 0 (inactive).